Dataset: NCI-60 drug combinations with 297,098 pairs across 59 cell lines. Task: Regression. Given two drug SMILES strings and cell line genomic features, predict the synergy score measuring deviation from expected non-interaction effect. Drug 1: C1=NC2=C(N=C(N=C2N1C3C(C(C(O3)CO)O)O)F)N. Drug 2: CC1=C2C(C(=O)C3(C(CC4C(C3C(C(C2(C)C)(CC1OC(=O)C(C(C5=CC=CC=C5)NC(=O)C6=CC=CC=C6)O)O)OC(=O)C7=CC=CC=C7)(CO4)OC(=O)C)O)C)OC(=O)C. Cell line: SW-620. Synergy scores: CSS=24.2, Synergy_ZIP=0.601, Synergy_Bliss=0.307, Synergy_Loewe=-13.0, Synergy_HSA=0.0343.